From a dataset of Reaction yield outcomes from USPTO patents with 853,638 reactions. Predict the reaction yield, written as a fraction of the theoretical maximum amount of product (1.0 means a 100% yield; for example, 0.34 means a 34% yield). (1) The reactants are [Cl:1][C:2]1[CH:3]=[C:4]([CH2:9][S:10]([NH:13][C:14]2[C:19]([O:20][CH3:21])=[CH:18][C:17](I)=[CH:16][N:15]=2)(=[O:12])=[O:11])[CH:5]=[C:6]([Cl:8])[CH:7]=1.[CH3:23][CH:24]([SH:26])[CH3:25].CC1(C)C2C=CC=C(P(C3C=CC=CC=3)C3C=CC=CC=3)C=2OC2C1=CC=CC=2P(C1C=CC=CC=1)C1C=CC=CC=1.CCN(C(C)C)C(C)C. The catalyst is O1CCOCC1.CCOC(C)=O.C1(/C=C/C(=O)/C=C/C2C=CC=CC=2)C=CC=CC=1.[Pd]. The product is [Cl:1][C:2]1[CH:3]=[C:4]([CH2:9][S:10]([NH:13][C:14]2[C:19]([O:20][CH3:21])=[CH:18][C:17]([S:26][CH:24]([CH3:25])[CH3:23])=[CH:16][N:15]=2)(=[O:12])=[O:11])[CH:5]=[C:6]([Cl:8])[CH:7]=1. The yield is 0.890. (2) The reactants are [NH2:1][C:2]1[C:7]2[C:8](=[O:20])[N:9]([C:13]3[CH:18]=[CH:17][C:16](Br)=[CH:15][CH:14]=3)[CH2:10][CH2:11][O:12][C:6]=2[N:5]=[CH:4][N:3]=1.[Cl:21][C:22]1[CH:23]=[C:24]([CH:31]=[CH:32][C:33]=1B1OC(C)(C)C(C)(C)O1)[CH2:25][N:26]([CH3:30])[C:27](=[O:29])[CH3:28].P([O-])([O-])([O-])=O.[K+].[K+].[K+].CO. The catalyst is COCCOC.Cl[Pd]Cl.C1(P(C2C=CC=CC=2)[C-]2C=CC=C2)C=CC=CC=1.[C-]1(P(C2C=CC=CC=2)C2C=CC=CC=2)C=CC=C1.[Fe+2].O. The product is [NH2:1][C:2]1[C:7]2[C:8](=[O:20])[N:9]([C:13]3[CH:18]=[CH:17][C:16]([C:33]4[CH:32]=[CH:31][C:24]([CH2:25][N:26]([CH3:30])[C:27](=[O:29])[CH3:28])=[CH:23][C:22]=4[Cl:21])=[CH:15][CH:14]=3)[CH2:10][CH2:11][O:12][C:6]=2[N:5]=[CH:4][N:3]=1. The yield is 0.109.